From a dataset of Full USPTO retrosynthesis dataset with 1.9M reactions from patents (1976-2016). Predict the reactants needed to synthesize the given product. Given the product [CH3:32][O:31][CH2:30][CH2:29][O:28][C:26]1[CH:25]=[CH:24][N:23]2[C:19]([C:16]3[CH:15]=[CH:14][C:13]4[C:18](=[C:9]([OH:8])[CH:10]=[CH:11][CH:12]=4)[N:17]=3)=[N:20][N:21]=[C:22]2[CH:27]=1, predict the reactants needed to synthesize it. The reactants are: [Si]([O:8][C:9]1[CH:10]=[CH:11][CH:12]=[C:13]2[C:18]=1[N:17]=[C:16]([C:19]1[N:23]3[CH:24]=[CH:25][C:26]([O:28][CH2:29][CH2:30][O:31][CH3:32])=[CH:27][C:22]3=[N:21][N:20]=1)[CH:15]=[CH:14]2)(C(C)(C)C)(C)C.Cl.[OH-].[Na+].